This data is from Reaction yield outcomes from USPTO patents with 853,638 reactions. The task is: Predict the reaction yield, written as a fraction of the theoretical maximum amount of product (1.0 means a 100% yield; for example, 0.34 means a 34% yield). (1) The reactants are [CH3:1][O:2][C:3]1[CH:11]=[C:10]([N+:12]([O-:14])=[O:13])[CH:9]=[CH:8][C:4]=1[C:5]([OH:7])=[O:6].[C:15](=O)([O-])[O-].[K+].[K+].IC. No catalyst specified. The product is [CH3:1][O:2][C:3]1[CH:11]=[C:10]([N+:12]([O-:14])=[O:13])[CH:9]=[CH:8][C:4]=1[C:5]([O:7][CH3:15])=[O:6]. The yield is 0.770. (2) The reactants are [C:1]([O:5][C:6](=[O:16])[NH:7][C:8]1[S:9][CH:10]=[C:11]([CH2:13][CH2:14][OH:15])[N:12]=1)([CH3:4])([CH3:3])[CH3:2].C(N(CC)CC)C.[CH3:24][S:25](Cl)(=[O:27])=[O:26]. The catalyst is C(Cl)Cl. The product is [C:1]([O:5][C:6]([NH:7][C:8]1[S:9][CH:10]=[C:11]([CH2:13][CH2:14][O:15][S:25]([CH3:24])(=[O:27])=[O:26])[N:12]=1)=[O:16])([CH3:4])([CH3:2])[CH3:3]. The yield is 0.900. (3) The reactants are [F:1][C:2]1[CH:7]=[CH:6][C:5]([CH2:8][C:9]([O:11][CH2:12][CH3:13])=[O:10])=[CH:4][CH:3]=1.CO[CH:16](OC)[N:17]([CH3:19])[CH3:18]. The catalyst is CN(C=O)C.CCOC(C)=O. The product is [CH3:16][N:17]([CH3:19])[CH:18]=[C:8]([C:5]1[CH:4]=[CH:3][C:2]([F:1])=[CH:7][CH:6]=1)[C:9]([O:11][CH2:12][CH3:13])=[O:10]. The yield is 0.342. (4) The reactants are [Cl:1][C:2]1[CH:3]=[C:4]([CH:8]=[CH:9][C:10]=1[OH:11])[C:5]([OH:7])=[O:6].S(=O)(=O)(O)O.[CH3:17]O. No catalyst specified. The product is [Cl:1][C:2]1[CH:3]=[C:4]([CH:8]=[CH:9][C:10]=1[OH:11])[C:5]([O:7][CH3:17])=[O:6]. The yield is 0.830. (5) The reactants are [F:1][C:2]1[CH:16]=[CH:15][C:5]([CH2:6][CH2:7][N:8]2[CH2:13][CH2:12][NH:11][C:10](=[O:14])[CH2:9]2)=[CH:4][CH:3]=1.Br[C:18]1[CH:19]=[CH:20][C:21]2[C:22]3[C:31]([CH3:33])([CH3:32])[N:30]([C:34]([O:36][C:37]([CH3:40])([CH3:39])[CH3:38])=[O:35])[CH2:29][CH2:28][C:23]=3[N:24]([CH3:27])[C:25]=2[CH:26]=1.CN[C@@H]1CCCC[C@H]1NC.C([O-])([O-])=O.[Cs+].[Cs+]. The catalyst is O1CCOCC1.[Cu]I. The product is [F:1][C:2]1[CH:3]=[CH:4][C:5]([CH2:6][CH2:7][N:8]2[CH2:13][CH2:12][N:11]([C:18]3[CH:19]=[CH:20][C:21]4[C:22]5[C:31]([CH3:32])([CH3:33])[N:30]([C:34]([O:36][C:37]([CH3:40])([CH3:39])[CH3:38])=[O:35])[CH2:29][CH2:28][C:23]=5[N:24]([CH3:27])[C:25]=4[CH:26]=3)[C:10](=[O:14])[CH2:9]2)=[CH:15][CH:16]=1. The yield is 0.660. (6) The reactants are O1[C:5]2([CH2:10][CH2:9][CH:8]([N:11]3[C:16](=[O:17])[C:15]([CH2:18][C:19]4[CH:24]=[CH:23][C:22]([C:25]5[C:26]([C:31]#[N:32])=[CH:27][CH:28]=[CH:29][CH:30]=5)=[CH:21][CH:20]=4)=[C:14]([CH2:33][CH2:34][CH3:35])[N:13]4[N:36]=[CH:37][N:38]=[C:12]34)[CH2:7][CH2:6]2)[O:4][CH2:3]C1.Cl.CI.[H-].[Na+]. The catalyst is C(OCC)(=O)C.CN(C)C=O.O1CCCC1. The product is [CH3:3][O:4][CH:5]1[CH2:6][CH2:7][CH:8]([N:11]2[C:16](=[O:17])[C:15]([CH2:18][C:19]3[CH:24]=[CH:23][C:22]([C:25]4[C:26]([C:31]#[N:32])=[CH:27][CH:28]=[CH:29][CH:30]=4)=[CH:21][CH:20]=3)=[C:14]([CH2:33][CH2:34][CH3:35])[N:13]3[N:36]=[CH:37][N:38]=[C:12]23)[CH2:9][CH2:10]1. The yield is 0.280.